From a dataset of Full USPTO retrosynthesis dataset with 1.9M reactions from patents (1976-2016). Predict the reactants needed to synthesize the given product. (1) Given the product [Cl:8][C:9]1[CH:14]=[CH:13][C:12]([C@:15]2([O:24][C@H:23]([CH2:25][OH:26])[C@@H:21]([OH:22])[C@H:19]([OH:20])[C@H:17]2[OH:18])[OH:16])=[CH:11][C:10]=1[CH2:27][C:28]1[CH:33]=[CH:32][C:31]([O:34][CH:35]2[CH2:40][CH2:39][NH:38][CH2:37][CH2:36]2)=[CH:30][CH:29]=1, predict the reactants needed to synthesize it. The reactants are: FC(F)(F)C(O)=O.[Cl:8][C:9]1[CH:14]=[CH:13][C:12]([C@:15]2([O:24][C@H:23]([CH2:25][OH:26])[C@@H:21]([OH:22])[C@H:19]([OH:20])[C@H:17]2[OH:18])[OH:16])=[CH:11][C:10]=1[CH2:27][C:28]1[CH:33]=[CH:32][C:31]([O:34][CH:35]2[CH2:40][CH2:39][N:38](C(OC(C)(C)C)=O)[CH2:37][CH2:36]2)=[CH:30][CH:29]=1.C(=O)([O-])[O-].[K+].[K+]. (2) The reactants are: C(O[C:6](=[O:30])[NH:7][CH2:8][CH:9]1[O:13][C:12](=[O:14])[N:11]([C:15]2[CH:20]=[C:19]([F:21])[C:18]([N:22]3[CH:27]=[CH:26][C:25](=[O:28])[CH2:24][CH2:23]3)=[C:17]([F:29])[CH:16]=2)[CH2:10]1)(C)(C)C.[F:31][CH:32]([F:38])C(OCC)=O. Given the product [F:21][C:19]1[CH:20]=[C:15]([N:11]2[CH2:10][CH:9]([CH2:8][NH:7][C:6](=[O:30])[CH:32]([F:38])[F:31])[O:13][C:12]2=[O:14])[CH:16]=[C:17]([F:29])[C:18]=1[N:22]1[CH:27]=[CH:26][C:25](=[O:28])[CH2:24][CH2:23]1, predict the reactants needed to synthesize it. (3) The reactants are: Br[C:2]1[CH:7]=[C:6]([F:8])[CH:5]=[CH:4][C:3]=1[S:9]([N:12]([C:17]1[C:26]([C:27]([O:29][CH3:30])=[O:28])=[C:25]2[C:20]([C@H:21]3[CH2:31][C@H:22]3[CH2:23][O:24]2)=[CH:19][CH:18]=1)[C:13]([O:15][CH3:16])=[O:14])(=[O:11])=[O:10].C([Sn](CCCC)(CCCC)/[CH:37]=[CH:38]\[CH2:39][OH:40])CCC.F[B-](F)(F)F.C([PH+](C(C)(C)C)C(C)(C)C)(C)(C)C. Given the product [OH:40][CH2:39]/[CH:38]=[CH:37]\[C:2]1[CH:7]=[C:6]([F:8])[CH:5]=[CH:4][C:3]=1[S:9]([N:12]([C:17]1[C:26]([C:27]([O:29][CH3:30])=[O:28])=[C:25]2[C:20]([C@H:21]3[CH2:31][C@H:22]3[CH2:23][O:24]2)=[CH:19][CH:18]=1)[C:13]([O:15][CH3:16])=[O:14])(=[O:11])=[O:10], predict the reactants needed to synthesize it. (4) The reactants are: [O:1]1[CH2:6][CH2:5][CH2:4][O:3][CH:2]1[C:7]1[CH:8]=[C:9]([S:13][C:14]2[CH:15]=[CH:16][C:17]([N+:31]([O-])=O)=[C:18]([CH:20]=[C:21]([CH2:24][CH:25]3[CH2:30][CH2:29][O:28][CH2:27][CH2:26]3)[C:22]#[N:23])[CH:19]=2)[CH:10]=[CH:11][CH:12]=1.[NH4+].[Cl-].CO. Given the product [O:1]1[CH2:6][CH2:5][CH2:4][O:3][CH:2]1[C:7]1[CH:8]=[C:9]([S:13][C:14]2[CH:19]=[C:18]3[C:17](=[CH:16][CH:15]=2)[N:31]=[C:22]([NH2:23])[C:21]([CH2:24][CH:25]2[CH2:30][CH2:29][O:28][CH2:27][CH2:26]2)=[CH:20]3)[CH:10]=[CH:11][CH:12]=1, predict the reactants needed to synthesize it. (5) The reactants are: [CH2:1]([O:5][C:6]1[CH:7]=[C:8]([CH:26]=[CH:27][CH:28]=1)[CH2:9][N:10]1[CH2:14][CH2:13][CH:12]([C:15]([NH:17][NH:18][C:19](=[O:25])[CH2:20][O:21][C:22](=[O:24])[CH3:23])=O)[CH2:11]1)[CH:2]([CH3:4])[CH3:3].C(N(CC)CC)C.[Cl-].ClC1N(C)CC[NH+]1C. Given the product [CH2:1]([O:5][C:6]1[CH:7]=[C:8]([CH:26]=[CH:27][CH:28]=1)[CH2:9][N:10]1[CH2:14][CH2:13][CH:12]([C:15]2[O:25][C:19]([CH2:20][O:21][C:22](=[O:24])[CH3:23])=[N:18][N:17]=2)[CH2:11]1)[CH:2]([CH3:4])[CH3:3], predict the reactants needed to synthesize it. (6) Given the product [Cl:1][C:2]1[C:11]2[C:6](=[C:7]([N+:17]([O-:19])=[O:18])[CH:8]=[CH:9][CH:10]=2)[N:5]=[CH:4][CH:3]=1, predict the reactants needed to synthesize it. The reactants are: [Cl:1][C:2]1[C:11]2[C:6](=[CH:7][CH:8]=[CH:9][CH:10]=2)[N:5]=[CH:4][CH:3]=1.S(=O)(=O)(O)O.[N+:17]([O-])([OH:19])=[O:18].[NH4+].[OH-].